From a dataset of Reaction yield outcomes from USPTO patents with 853,638 reactions. Predict the reaction yield, written as a fraction of the theoretical maximum amount of product (1.0 means a 100% yield; for example, 0.34 means a 34% yield). The reactants are [CH:1]#[C:2][CH2:3][CH2:4][CH2:5][CH3:6].Br[CH2:8][CH2:9][CH2:10][C:11]([O:13][CH2:14][CH3:15])=[O:12].C(=O)([O-])[O-].[Cs+].[Cs+]. The catalyst is CCOCC.[Cu](I)I.[CH2-]C=C.[CH2-]C=C.Cl[Pd+].Cl[Pd+].[Cl-].C12([N+]3C=CN(C45CC6CC(CC(C6)C4)C5)C=3)CC3CC(CC(C3)C1)C2. The product is [CH2:14]([O:13][C:11](=[O:12])[CH2:10][CH2:9][CH2:8][C:1]#[C:2][CH2:3][CH2:4][CH2:5][CH3:6])[CH3:15]. The yield is 0.730.